From a dataset of Experimentally validated miRNA-target interactions with 360,000+ pairs, plus equal number of negative samples. Binary Classification. Given a miRNA mature sequence and a target amino acid sequence, predict their likelihood of interaction. The miRNA is mmu-miR-344d-3p with sequence GAUAUAACCACUGCCAGACUGA. The protein sequence of the target gene is MMYSPICLTQDEFHPFIEALLPHVRAIAYTWFNLQARKRKYFKKHEKRMSKDEERAVKDELLSEKPEIKQKWASRLLAKLRKDIRQEYREDFVLTVTGKKHPCCVLSNPDQKGKIRRIDCLRQADKVWRLDLVMVILFKGIPLESTDGERLMKSPHCTNPALCVQPHHITVSVKELDLFLAYYVQEQDSGQSGSPSHSDPAKNPPGYLEDSFVKSGVFNVSELVRVSRTPITQGTGVNFPIGEIPSQPYYHDMNSGVNLQRSLSSPPSSKRPKTISIDENMEPSPTGDFYPSPNSPAAGS.... Result: 1 (interaction).